From a dataset of Retrosynthesis with 50K atom-mapped reactions and 10 reaction types from USPTO. Predict the reactants needed to synthesize the given product. (1) Given the product Cc1nnc(-c2ccc(C)c(-c3ccc(C(=O)NCCCN(C)C)cc3)c2)o1, predict the reactants needed to synthesize it. The reactants are: CN(C)CCCN.Cc1nnc(-c2ccc(C)c(-c3ccc(C(=O)O)cc3)c2)o1. (2) Given the product Cc1ccc(C)n1Nc1ccc(N2CC(C)OC(C)C2)nn1, predict the reactants needed to synthesize it. The reactants are: CC(=O)CCC(C)=O.CC1CN(c2ccc(NN)nn2)CC(C)O1. (3) The reactants are: C=C(C)c1cc2c(-c3ccc(S(=O)(=O)NC4CCS(=O)(=O)CC4)cc3)ccnc2n1S(=O)(=O)c1ccccc1. Given the product CC(C)c1cc2c(-c3ccc(S(=O)(=O)NC4CCS(=O)(=O)CC4)cc3)ccnc2n1S(=O)(=O)c1ccccc1, predict the reactants needed to synthesize it. (4) Given the product Oc1cnc(Cl)cc1-c1ncc[nH]1, predict the reactants needed to synthesize it. The reactants are: COCOc1cnc(Cl)cc1-c1ncc[nH]1. (5) Given the product O=C(NCC(c1ccc(Cl)c(Cl)c1)N1CCCC1)c1ccccc1, predict the reactants needed to synthesize it. The reactants are: NCC(c1ccc(Cl)c(Cl)c1)N1CCCC1.O=C(Cl)c1ccccc1. (6) Given the product COc1cc(-c2ccccc2)cc(C=O)c1OC, predict the reactants needed to synthesize it. The reactants are: COc1cc(Br)cc(C=O)c1OC.OB(O)c1ccccc1.